This data is from Full USPTO retrosynthesis dataset with 1.9M reactions from patents (1976-2016). The task is: Predict the reactants needed to synthesize the given product. (1) Given the product [Br:1][C:2]1[CH:3]=[C:4]([CH:9]=[C:10]([CH2:13][CH2:14][CH2:15][OH:16])[C:11]=1[CH3:12])[C:5]([O:7][CH3:8])=[O:6], predict the reactants needed to synthesize it. The reactants are: [Br:1][C:2]1[CH:3]=[C:4]([CH:9]=[C:10]([CH2:13][CH2:14][CH2:15][O:16]C)[C:11]=1[CH3:12])[C:5]([O:7][CH3:8])=[O:6].I[Si](C)(C)C. (2) Given the product [OH:18][C:4]1[CH:5]=[CH:6][C:7]([C:20]2[CH:25]=[CH:24][C:23]([CH:26]([C:31]([O:33][CH3:34])=[O:32])[C:27]([O:29][CH3:30])=[O:28])=[C:22]([N+:35]([O-:37])=[O:36])[CH:21]=2)=[CH:8][C:3]=1[O:2][CH3:1], predict the reactants needed to synthesize it. The reactants are: [CH3:1][O:2][C:3]1[CH:8]=[C:7](B2OC(C)(C)C(C)(C)O2)[CH:6]=[CH:5][C:4]=1[OH:18].Br[C:20]1[CH:25]=[CH:24][C:23]([CH:26]([C:31]([O:33][CH3:34])=[O:32])[C:27]([O:29][CH3:30])=[O:28])=[C:22]([N+:35]([O-:37])=[O:36])[CH:21]=1.C(=O)([O-])[O-].[Na+].[Na+]. (3) Given the product [Cl:1][C:2]1[CH:3]=[C:4]2[C:8](=[CH:9][CH:10]=1)[NH:7][C:6]([C:11]([NH:13][CH:14]1[CH2:22][C:21]3[C:16](=[CH:17][CH:18]=[CH:19][CH:20]=3)[CH:15]1[NH:23][C:24](=[O:27])[CH2:25][I:28])=[O:12])=[CH:5]2, predict the reactants needed to synthesize it. The reactants are: [Cl:1][C:2]1[CH:3]=[C:4]2[C:8](=[CH:9][CH:10]=1)[NH:7][C:6]([C:11]([NH:13][CH:14]1[CH2:22][C:21]3[C:16](=[CH:17][CH:18]=[CH:19][CH:20]=3)[CH:15]1[NH:23][C:24](=[O:27])[CH2:25]Cl)=[O:12])=[CH:5]2.[I-:28].[K+]. (4) Given the product [Cl:19][C:6]1[CH:5]=[CH:4][C:3]([CH2:2][NH:1][C:21]([C:23]2[CH:32]=[CH:31][C:26]([C:27]([O:29][CH3:30])=[O:28])=[CH:25][CH:24]=2)=[O:22])=[CH:8][C:7]=1[O:9][C:10]1[CH:11]=[C:12]([C:13]#[N:14])[CH:15]=[C:16]([Cl:18])[CH:17]=1, predict the reactants needed to synthesize it. The reactants are: [NH2:1][CH2:2][C:3]1[CH:4]=[CH:5][C:6]([Cl:19])=[C:7]([O:9][C:10]2[CH:11]=[C:12]([CH:15]=[C:16]([Cl:18])[CH:17]=2)[C:13]#[N:14])[CH:8]=1.Cl[C:21]([C:23]1[CH:32]=[CH:31][C:26]([C:27]([O:29][CH3:30])=[O:28])=[CH:25][CH:24]=1)=[O:22].CCN(C(C)C)C(C)C.